Dataset: Full USPTO retrosynthesis dataset with 1.9M reactions from patents (1976-2016). Task: Predict the reactants needed to synthesize the given product. (1) Given the product [Br:22][C:3]1[CH:4]=[C:5]([CH2:8][C@H:9]([NH:14][C:15]([O:17][C:18]([CH3:21])([CH3:20])[CH3:19])=[O:16])[C:10]([O:12][CH3:13])=[O:11])[CH:6]=[CH:7][C:2]=1[I:27], predict the reactants needed to synthesize it. The reactants are: N[C:2]1[CH:7]=[CH:6][C:5]([CH2:8][C@H:9]([NH:14][C:15]([O:17][C:18]([CH3:21])([CH3:20])[CH3:19])=[O:16])[C:10]([O:12][CH3:13])=[O:11])=[CH:4][C:3]=1[Br:22].N([O-])=O.[Na+].[I-:27].[K+]. (2) Given the product [Cl:22][C:23]1[CH:28]=[C:27]([CH:26]=[CH:25][C:24]=1[O:31][CH:32]([CH2:35][F:36])[CH2:33][F:34])[CH2:29][O:1][C:2]1[CH:10]=[CH:9][C:8]2[N:7]3[CH2:11][CH2:12][CH:13]([CH2:14][C:15]([OH:17])=[O:16])[C:6]3=[CH:5][C:4]=2[CH:3]=1, predict the reactants needed to synthesize it. The reactants are: [OH:1][C:2]1[CH:10]=[CH:9][C:8]2[N:7]3[CH2:11][CH2:12][CH:13]([CH2:14][C:15]([O:17]C(C)(C)C)=[O:16])[C:6]3=[CH:5][C:4]=2[CH:3]=1.[Cl:22][C:23]1[CH:28]=[C:27]([CH2:29]Cl)[CH:26]=[CH:25][C:24]=1[O:31][CH:32]([CH2:35][F:36])[CH2:33][F:34]. (3) Given the product [C:33]([CH2:34][NH:35][C:9]([C:11]1[N:12]([CH2:19][CH:20]2[CH2:21][CH2:22]2)[CH:13]=[C:14]([N+:16]([O-:18])=[O:17])[CH:15]=1)=[O:10])#[N:32], predict the reactants needed to synthesize it. The reactants are: FC1C(O[C:9]([C:11]2[N:12]([CH2:19][CH:20]3[CH2:22][CH2:21]3)[CH:13]=[C:14]([N+:16]([O-:18])=[O:17])[CH:15]=2)=[O:10])=C(F)C(F)=C(F)C=1F.S(=O)(=O)(O)O.[NH2:32][CH2:33][C:34]#[N:35].C(N(CC)C(C)C)(C)C. (4) The reactants are: [Si]([O:8][C:9]1[CH:10]=[C:11]2[C:15](=[CH:16][CH:17]=1)[NH:14][CH:13]=[C:12]2[CH:18]1[CH2:23][CH2:22][N:21]([CH3:24])[CH2:20][CH2:19]1)(C(C)(C)C)(C)C.[H-].[K+].S(C1C=CC(C)=CC=1)(O[CH2:31][CH2:32][C:33]1[CH:38]=[CH:37][CH:36]=[CH:35][CH:34]=1)(=O)=O.[F-].C([N+](CCCC)(CCCC)CCCC)CCC. Given the product [CH2:31]([N:14]1[C:15]2[C:11](=[CH:10][C:9]([OH:8])=[CH:17][CH:16]=2)[C:12]([CH:18]2[CH2:19][CH2:20][N:21]([CH3:24])[CH2:22][CH2:23]2)=[CH:13]1)[CH2:32][C:33]1[CH:38]=[CH:37][CH:36]=[CH:35][CH:34]=1, predict the reactants needed to synthesize it. (5) Given the product [C:38]([C:34]1[CH:33]=[C:32]([N:5]2[C:4](=[O:44])[C:3]3[C:8](=[CH:9][CH:10]=[CH:11][C:2]=3[CH3:1])[N:7]=[C:6]2[CH:12]([NH:14][C:15]2[N:23]=[CH:22][N:21]=[C:20]3[C:16]=2[N:17]=[CH:18][NH:19]3)[CH3:13])[CH:37]=[CH:36][CH:35]=1)(=[O:46])[CH3:39], predict the reactants needed to synthesize it. The reactants are: [CH3:1][C:2]1[CH:11]=[CH:10][CH:9]=[C:8]2[C:3]=1[C:4](=[O:44])[N:5]([C:32]1[CH:37]=[CH:36][CH:35]=[C:34]([C:38]#[C:39][Si](C)(C)C)[CH:33]=1)[C:6]([CH:12]([NH:14][C:15]1[N:23]=[CH:22][N:21]=[C:20]3[C:16]=1[N:17]=[CH:18][N:19]3COCC[Si](C)(C)C)[CH3:13])=[N:7]2.Cl.[OH:46]C1C=C(N2C(=O)C3C(=CC=CC=3C)N=C2C(NC2N=CN=C3C=2N=CN3)C)C=CC=1. (6) Given the product [CH:1]1([N:6]2[CH2:7][CH2:8][N:9]([C:12]([C:14]3[CH:15]=[C:16]4[C:20](=[CH:21][CH:22]=3)[N:19]([C:39]3[CH:38]=[CH:37][CH:36]=[C:35]([C:34]([F:45])([F:44])[F:33])[CH:40]=3)[C:18]([C:23]([N:25]3[CH2:30][CH2:29][S:28](=[O:31])(=[O:32])[CH2:27][CH2:26]3)=[O:24])=[CH:17]4)=[O:13])[CH2:10][CH2:11]2)[CH2:2][CH2:3][CH2:4][CH2:5]1, predict the reactants needed to synthesize it. The reactants are: [CH:1]1([N:6]2[CH2:11][CH2:10][N:9]([C:12]([C:14]3[CH:15]=[C:16]4[C:20](=[CH:21][CH:22]=3)[NH:19][C:18]([C:23]([N:25]3[CH2:30][CH2:29][S:28](=[O:32])(=[O:31])[CH2:27][CH2:26]3)=[O:24])=[CH:17]4)=[O:13])[CH2:8][CH2:7]2)[CH2:5][CH2:4][CH2:3][CH2:2]1.[F:33][C:34]([F:45])([F:44])[C:35]1[CH:36]=[C:37](B(O)O)[CH:38]=[CH:39][CH:40]=1.N1C=CC=CC=1. (7) Given the product [ClH:42].[NH:32]1[CH2:33][CH:34]=[C:29]([C:26]2[CH:25]=[CH:24][C:23]([C:20]3[CH:21]=[N:22][C:17]4[N:18]([C:14]([C:11]5([C:7]6[CH:6]=[C:5]7[C:10](=[CH:9][CH:8]=6)[N:1]=[CH:2][CH:3]=[CH:4]7)[CH2:13][CH2:12]5)=[CH:15][N:16]=4)[N:19]=3)=[CH:28][CH:27]=2)[CH2:30][CH2:31]1, predict the reactants needed to synthesize it. The reactants are: [N:1]1[C:10]2[C:5](=[CH:6][C:7]([C:11]3([C:14]4[N:18]5[N:19]=[C:20]([C:23]6[CH:28]=[CH:27][C:26]([C:29]7[CH2:30][CH2:31][N:32](C(OC(C)(C)C)=O)[CH2:33][CH:34]=7)=[CH:25][CH:24]=6)[CH:21]=[N:22][C:17]5=[N:16][CH:15]=4)[CH2:13][CH2:12]3)=[CH:8][CH:9]=2)[CH:4]=[CH:3][CH:2]=1.[ClH:42].